This data is from Reaction yield outcomes from USPTO patents with 853,638 reactions. The task is: Predict the reaction yield, written as a fraction of the theoretical maximum amount of product (1.0 means a 100% yield; for example, 0.34 means a 34% yield). (1) The reactants are [CH3:1][C:2]([CH3:18])([CH3:17])[C@H:3]([OH:16])[CH2:4][C:5]1[O:6][C:7]([C:10]2[CH:15]=[CH:14][CH:13]=[CH:12][CH:11]=2)=[N:8][N:9]=1.[N:19]([C@@H:22]([CH2:27][CH2:28][CH2:29][CH3:30])[C:23]([O:25][CH3:26])=[O:24])=[C:20]=[O:21]. The catalyst is C1(C)C=CC=CC=1. The product is [CH3:1][C:2]([CH3:18])([CH3:17])[C@H:3]([O:16][C:20]([NH:19][C@@H:22]([CH2:27][CH2:28][CH2:29][CH3:30])[C:23]([O:25][CH3:26])=[O:24])=[O:21])[CH2:4][C:5]1[O:6][C:7]([C:10]2[CH:15]=[CH:14][CH:13]=[CH:12][CH:11]=2)=[N:8][N:9]=1. The yield is 0.990. (2) The reactants are [C:1]([O:9][CH2:10][CH3:11])(=[O:8])[CH2:2][C:3]([O:5][CH2:6][CH3:7])=[O:4].[O-]CC.[Na+].Br[CH2:17][C:18]1[CH:19]=[C:20]2[C:26]3([CH2:30][CH2:29][N:28]([C:31]([O:33][C:34]([CH3:37])([CH3:36])[CH3:35])=[O:32])[CH2:27]3)[CH2:25][N:24]([C:38]([O:40][CH2:41][CH2:42][Si:43]([CH3:46])([CH3:45])[CH3:44])=[O:39])[C:21]2=[CH:22][CH:23]=1.O. The catalyst is C(O)C. The product is [CH2:10]([O:9][C:1](=[O:8])[CH:2]([C:3]([O:5][CH2:6][CH3:7])=[O:4])[CH2:17][C:18]1[CH:19]=[C:20]2[C:26]3([CH2:30][CH2:29][N:28]([C:31]([O:33][C:34]([CH3:37])([CH3:35])[CH3:36])=[O:32])[CH2:27]3)[CH2:25][N:24]([C:38]([O:40][CH2:41][CH2:42][Si:43]([CH3:46])([CH3:45])[CH3:44])=[O:39])[C:21]2=[CH:22][CH:23]=1)[CH3:11]. The yield is 0.670.